From a dataset of Full USPTO retrosynthesis dataset with 1.9M reactions from patents (1976-2016). Predict the reactants needed to synthesize the given product. (1) Given the product [NH:22]1[C:23]2[C:19](=[CH:18][CH:17]=[CH:16][C:15]=2[NH:14][C:2]2[N:7]=[C:6]([NH:14][C:15]3[CH:16]=[CH:17][CH:18]=[C:19]4[C:23]=3[NH:22][N:21]=[CH:20]4)[C:5]([C:9]([O:11][CH2:12][CH3:13])=[O:10])=[CH:4][N:3]=2)[CH:20]=[N:21]1, predict the reactants needed to synthesize it. The reactants are: Cl[C:2]1[N:7]=[C:6](Cl)[C:5]([C:9]([O:11][CH2:12][CH3:13])=[O:10])=[CH:4][N:3]=1.[NH2:14][C:15]1[CH:16]=[CH:17][CH:18]=[C:19]2[C:23]=1[NH:22][N:21]=[CH:20]2. (2) Given the product [C:1]1([C:7]2[CH:38]=[CH:37][C:10]3[N:11]=[C:12]([CH2:14][C:15]4[O:19][C:18]([CH2:20][C@@H:21]5[NH:32][S:33](=[O:35])(=[O:36])[NH:34][C:22]5=[O:24])=[N:17][N:16]=4)[S:13][C:9]=3[CH:8]=2)[CH:2]=[CH:3][CH:4]=[CH:5][CH:6]=1, predict the reactants needed to synthesize it. The reactants are: [C:1]1([C:7]2[CH:38]=[CH:37][C:10]3[N:11]=[C:12]([CH2:14][C:15]4[O:19][C:18]([CH2:20][C@H:21]([NH:32][S:33](=[O:36])(=[O:35])[NH2:34])[C:22]([O:24]CC5C=CC=CC=5)=O)=[N:17][N:16]=4)[S:13][C:9]=3[CH:8]=2)[CH:6]=[CH:5][CH:4]=[CH:3][CH:2]=1.C[O-].[Na+].Cl. (3) Given the product [Br:25][C:9]1[CH:8]=[C:7]2[C:12]3=[C:11]([O:1][CH2:2][CH2:3][N:4]3[CH2:5][CH:6]2[CH2:13][N:14]2[C:22](=[O:23])[C:21]3[C:16](=[CH:17][CH:18]=[CH:19][CH:20]=3)[C:15]2=[O:24])[CH:10]=1, predict the reactants needed to synthesize it. The reactants are: [O:1]1[C:11]2=[C:12]3[C:7](=[CH:8][CH:9]=[CH:10]2)[CH:6]([CH2:13][N:14]2[C:22](=[O:23])[C:21]4[C:16](=[CH:17][CH:18]=[CH:19][CH:20]=4)[C:15]2=[O:24])[CH2:5][N:4]3[CH2:3][CH2:2]1.[Br:25]N1C(=O)CCC1=O.O. (4) Given the product [F:19][C:4]1[C:3]([CH3:20])=[C:2]([B:37]2[O:41][C:40]([CH3:43])([CH3:42])[C:39]([CH3:45])([CH3:44])[O:38]2)[CH:18]=[CH:17][C:5]=1[O:6][Si:7]([CH:14]([CH3:16])[CH3:15])([CH:11]([CH3:13])[CH3:12])[CH:8]([CH3:10])[CH3:9], predict the reactants needed to synthesize it. The reactants are: Br[C:2]1[CH:18]=[CH:17][C:5]([O:6][Si:7]([CH:14]([CH3:16])[CH3:15])([CH:11]([CH3:13])[CH3:12])[CH:8]([CH3:10])[CH3:9])=[C:4]([F:19])[C:3]=1[CH3:20].C(=O)=O.CC(C)=O.[Li]CCCC.C(O[B:37]1[O:41][C:40]([CH3:43])([CH3:42])[C:39]([CH3:45])([CH3:44])[O:38]1)(C)C. (5) Given the product [O:1]=[C:2]1[C:8]2=[CH:9][C:10]3[CH:11]=[CH:12][C:13]([C:16]([OH:18])=[O:17])=[CH:14][C:15]=3[N:7]2[CH2:6][C:5]2([CH2:21][CH2:22][CH2:23]2)[CH2:4][NH:3]1, predict the reactants needed to synthesize it. The reactants are: [O:1]=[C:2]1[C:8]2=[CH:9][C:10]3[CH:11]=[CH:12][C:13]([C:16]([O:18]CC)=[O:17])=[CH:14][C:15]=3[N:7]2[CH2:6][C:5]2([CH2:23][CH2:22][CH2:21]2)[CH2:4][NH:3]1.[OH-].[Na+].C(O)(=O)C. (6) Given the product [CH3:1][C:2]1[N:3]([C:8]2[N:9]([CH3:19])[N:10]=[C:11]([CH:13]([CH3:15])[CH3:14])[CH:12]=2)[C:4]([CH3:7])=[CH:5][CH:6]=1.[CH3:1][C:2]1[N:3]([C:8]2[CH:12]=[C:11]([CH:13]([CH3:15])[CH3:14])[N:10]([CH3:19])[N:9]=2)[C:4]([CH3:7])=[CH:5][CH:6]=1, predict the reactants needed to synthesize it. The reactants are: [CH3:1][C:2]1[N:3]([C:8]2[CH:12]=[C:11]([CH:13]([CH3:15])[CH3:14])[NH:10][N:9]=2)[C:4]([CH3:7])=[CH:5][CH:6]=1.[H-].[Na+].N[C@H:19](C(O)=O)CCSC.[Cl-].[NH4+]. (7) The reactants are: [C:1]([O:5][C:6]([N:8]1[CH2:13][CH2:12][N:11]([CH2:14][C:15]2[CH:20]=[CH:19][C:18]([C:21]([O:23]CC)=[O:22])=[CH:17][C:16]=2[O:26][C:27]([F:30])([F:29])[F:28])[CH2:10][CH2:9]1)=[O:7])([CH3:4])([CH3:3])[CH3:2].C(OC(N1CCN(CC2C=CC(C(O)=O)=CC=2C(F)(F)F)CC1)=O)(C)(C)C. Given the product [C:1]([O:5][C:6]([N:8]1[CH2:9][CH2:10][N:11]([CH2:14][C:15]2[CH:20]=[CH:19][C:18]([C:21]([OH:23])=[O:22])=[CH:17][C:16]=2[O:26][C:27]([F:29])([F:30])[F:28])[CH2:12][CH2:13]1)=[O:7])([CH3:4])([CH3:2])[CH3:3], predict the reactants needed to synthesize it.